From a dataset of NCI-60 drug combinations with 297,098 pairs across 59 cell lines. Regression. Given two drug SMILES strings and cell line genomic features, predict the synergy score measuring deviation from expected non-interaction effect. (1) Drug 1: CC1CCC2CC(C(=CC=CC=CC(CC(C(=O)C(C(C(=CC(C(=O)CC(OC(=O)C3CCCCN3C(=O)C(=O)C1(O2)O)C(C)CC4CCC(C(C4)OC)OP(=O)(C)C)C)C)O)OC)C)C)C)OC. Drug 2: CCC1(C2=C(COC1=O)C(=O)N3CC4=CC5=C(C=CC(=C5CN(C)C)O)N=C4C3=C2)O. Cell line: SW-620. Synergy scores: CSS=61.1, Synergy_ZIP=0.525, Synergy_Bliss=-0.340, Synergy_Loewe=3.91, Synergy_HSA=4.83. (2) Drug 1: CC1=CC=C(C=C1)C2=CC(=NN2C3=CC=C(C=C3)S(=O)(=O)N)C(F)(F)F. Drug 2: C1CN(CCN1C(=O)CCBr)C(=O)CCBr. Cell line: MALME-3M. Synergy scores: CSS=18.7, Synergy_ZIP=-2.60, Synergy_Bliss=0.562, Synergy_Loewe=6.09, Synergy_HSA=1.78. (3) Drug 1: CCC1(CC2CC(C3=C(CCN(C2)C1)C4=CC=CC=C4N3)(C5=C(C=C6C(=C5)C78CCN9C7C(C=CC9)(C(C(C8N6C)(C(=O)OC)O)OC(=O)C)CC)OC)C(=O)OC)O.OS(=O)(=O)O. Drug 2: CN(CCCl)CCCl.Cl. Cell line: NCI-H460. Synergy scores: CSS=50.6, Synergy_ZIP=3.13, Synergy_Bliss=0.441, Synergy_Loewe=-1.80, Synergy_HSA=-1.34. (4) Drug 1: CN1C2=C(C=C(C=C2)N(CCCl)CCCl)N=C1CCCC(=O)O.Cl. Drug 2: CN(CCCl)CCCl.Cl. Cell line: SNB-19. Synergy scores: CSS=2.44, Synergy_ZIP=-5.37, Synergy_Bliss=0.562, Synergy_Loewe=-23.0, Synergy_HSA=-2.99. (5) Drug 1: CN1CCC(CC1)COC2=C(C=C3C(=C2)N=CN=C3NC4=C(C=C(C=C4)Br)F)OC. Drug 2: CS(=O)(=O)OCCCCOS(=O)(=O)C. Cell line: RPMI-8226. Synergy scores: CSS=2.43, Synergy_ZIP=0.764, Synergy_Bliss=5.20, Synergy_Loewe=-8.38, Synergy_HSA=-4.28.